Task: Predict the product of the given reaction.. Dataset: Forward reaction prediction with 1.9M reactions from USPTO patents (1976-2016) (1) Given the reactants [Br:1][C:2]1[CH:3]([CH2:17][NH:18]C(=O)OC(C)(C)C)[O:4][B:5]2[C:14]3[C:13]=1[CH:12]=[CH:11][O:10][CH2:9][C:8]=3[C:7]([CH3:16])([CH3:15])[O:6]2.[ClH:26], predict the reaction product. The product is: [ClH:26].[Br:1][C:2]1[CH:3]([CH2:17][NH2:18])[O:4][B:5]2[C:14]3[C:13]=1[CH:12]=[CH:11][O:10][CH2:9][C:8]=3[C:7]([CH3:15])([CH3:16])[O:6]2. (2) Given the reactants [NH2:1][CH2:2][C@@H:3]1[C@@H:11]([C@@:12]2([CH3:21])[CH2:17][CH2:16][C@H:15]([OH:18])[CH2:14][C@@H:13]2[CH2:19][OH:20])[CH2:10][CH2:9][C@@:8]2([CH3:22])[C@H:4]1[CH2:5][CH2:6][C:7]2=[CH2:23].[F:24][C:25]1[CH:32]=[C:31]([O:33][CH3:34])[CH:30]=[CH:29][C:26]=1[CH:27]=O.[BH4-].[Na+].C1COCC1, predict the reaction product. The product is: [F:24][C:25]1[CH:32]=[C:31]([O:33][CH3:34])[CH:30]=[CH:29][C:26]=1[CH2:27][NH:1][CH2:2][C@@H:3]1[C@@H:11]([C@@:12]2([CH3:21])[CH2:17][CH2:16][C@H:15]([OH:18])[CH2:14][C@@H:13]2[CH2:19][OH:20])[CH2:10][CH2:9][C@@:8]2([CH3:22])[C@H:4]1[CH2:5][CH2:6][C:7]2=[CH2:23]. (3) Given the reactants C([O-])([O-])=O.[K+].[K+].[CH2:7]([CH:11]1[CH2:16][CH2:15][NH:14][CH2:13][CH2:12]1)[CH2:8][CH2:9][CH3:10].Cl[CH2:18][CH2:19][CH2:20][N:21]1[C:30]2[C:25](=[CH:26][CH:27]=[CH:28][CH:29]=2)[CH2:24][CH2:23][C:22]1=[O:31], predict the reaction product. The product is: [CH2:7]([CH:11]1[CH2:16][CH2:15][N:14]([CH2:18][CH2:19][CH2:20][N:21]2[C:30]3[C:25](=[CH:26][CH:27]=[CH:28][CH:29]=3)[CH2:24][CH2:23][C:22]2=[O:31])[CH2:13][CH2:12]1)[CH2:8][CH2:9][CH3:10]. (4) Given the reactants [NH:1]([C:18]([O:20][C:21]([CH3:24])([CH3:23])[CH3:22])=[O:19])[C@H:2]([C:15]([OH:17])=[O:16])[CH2:3][CH2:4][CH2:5][CH2:6][NH:7][C:8]([O:10][C:11]([CH3:14])([CH3:13])[CH3:12])=[O:9].C(N(CC)C(C)C)(C)C.CN(C(ON1N=NC2C=CC=CC1=2)=[N+](C)C)C.F[P-](F)(F)(F)(F)F.Cl.[CH2:59]([NH:67][CH2:68][C:69]1[C:70]2[C:75]([CH:76]=[C:77]3[C:82]=1[CH:81]=[CH:80][CH:79]=[CH:78]3)=[CH:74][CH:73]=[CH:72][CH:71]=2)[CH2:60][CH2:61][CH2:62][CH2:63][CH2:64][CH2:65][CH3:66], predict the reaction product. The product is: [NH:1]([C:18]([O:20][C:21]([CH3:24])([CH3:23])[CH3:22])=[O:19])[C@H:2]([C:15]([OH:17])=[O:16])[CH2:3][CH2:4][CH2:5][CH2:6][NH:7][C:8]([O:10][C:11]([CH3:14])([CH3:13])[CH3:12])=[O:9].[CH2:59]([NH:67][CH2:68][C:69]1[C:82]2[C:77]([CH:76]=[C:75]3[C:70]=1[CH:71]=[CH:72][CH:73]=[CH:74]3)=[CH:78][CH:79]=[CH:80][CH:81]=2)[CH2:60][CH2:61][CH2:62][CH2:63][CH2:64][CH2:65][CH3:66]. (5) Given the reactants [NH2:1][C:2](=[N:20][OH:21])[C:3]1[CH:4]=[C:5]([CH:17]=[CH:18][CH:19]=1)[CH2:6][N:7]([CH2:9][C:10]([O:12][C:13]([CH3:16])([CH3:15])[CH3:14])=[O:11])[CH3:8].[CH3:22][CH:23]1[CH2:28][CH2:27][CH2:26][CH2:25][N:24]1[C:29]1[CH:37]=[CH:36][C:32]([C:33]([OH:35])=O)=[CH:31][C:30]=1[C:38]([F:41])([F:40])[F:39], predict the reaction product. The product is: [CH3:8][N:7]([CH2:6][C:5]1[CH:17]=[CH:18][CH:19]=[C:3]([C:2]2[N:1]=[C:33]([C:32]3[CH:36]=[CH:37][C:29]([N:24]4[CH2:25][CH2:26][CH2:27][CH2:28][CH:23]4[CH3:22])=[C:30]([C:38]([F:41])([F:40])[F:39])[CH:31]=3)[O:21][N:20]=2)[CH:4]=1)[CH2:9][C:10]([O:12][C:13]([CH3:15])([CH3:16])[CH3:14])=[O:11].[CH3:8][N:7]([CH2:6][C:5]1[CH:17]=[CH:18][CH:19]=[C:3]([C:2]2[N:1]=[C:33]([C:32]3[CH:36]=[CH:37][C:29]([N:24]4[CH2:25][CH2:26][CH2:27][CH2:28][CH:23]4[CH3:22])=[C:30]([C:38]([F:40])([F:39])[F:41])[CH:31]=3)[O:35][N:20]=2)[CH:4]=1)[CH2:9][C:10]([OH:12])=[O:11].